Task: Predict the reactants needed to synthesize the given product.. Dataset: Full USPTO retrosynthesis dataset with 1.9M reactions from patents (1976-2016) (1) Given the product [C:35]([O:34][C:32]([NH:31][C@:4]([CH2:1][CH2:2][CH3:3])([CH2:10][CH2:11][CH2:12][C:13]1[CH:18]=[CH:17][C:16]([S:19][C:20]2[CH:25]=[CH:24][CH:23]=[C:22]([C:26]([F:29])([F:27])[F:28])[CH:21]=2)=[CH:15][C:14]=1[Cl:30])[C:5]([O:7][CH2:8][CH3:9])=[O:6])=[O:33])([CH3:38])([CH3:36])[CH3:37], predict the reactants needed to synthesize it. The reactants are: [CH2:1]([C@@:4]([NH:31][C:32]([O:34][C:35]([CH3:38])([CH3:37])[CH3:36])=[O:33])([CH2:10][CH2:11][CH2:12][C:13]1[CH:18]=[CH:17][C:16]([S:19][C:20]2[CH:25]=[CH:24][CH:23]=[C:22]([C:26]([F:29])([F:28])[F:27])[CH:21]=2)=[CH:15][C:14]=1[Cl:30])[C:5]([O:7][CH2:8][CH3:9])=[O:6])[CH:2]=[CH2:3]. (2) Given the product [CH:1]1([N:6]2[C:15]3[N:14]=[C:13]([C:16]4[CH:21]=[CH:20][N:19]=[C:18]([NH:29][CH3:28])[CH:17]=4)[N:12]=[CH:11][C:10]=3[N:9]3[CH:23]=[N:24][N:25]=[C:8]3[C@H:7]2[CH2:26][CH3:27])[CH2:5][CH2:4][CH2:3][CH2:2]1, predict the reactants needed to synthesize it. The reactants are: [CH:1]1([N:6]2[C:15]3[N:14]=[C:13]([C:16]4[CH:21]=[CH:20][N:19]=[C:18](F)[CH:17]=4)[N:12]=[CH:11][C:10]=3[N:9]3[CH:23]=[N:24][N:25]=[C:8]3[C@H:7]2[CH2:26][CH3:27])[CH2:5][CH2:4][CH2:3][CH2:2]1.[CH3:28][NH2:29]. (3) Given the product [Br:1][C:2]1[CH:9]=[CH:8][C:5]([CH2:6][N:12]2[CH2:13][CH2:16][CH2:15]2)=[CH:4][CH:3]=1, predict the reactants needed to synthesize it. The reactants are: [Br:1][C:2]1[CH:9]=[CH:8][C:5]([CH2:6]Br)=[CH:4][CH:3]=1.C([N:12]([CH2:15][CH3:16])[CH2:13]C)C.N1CCC1.